Dataset: CYP2D6 inhibition data for predicting drug metabolism from PubChem BioAssay. Task: Regression/Classification. Given a drug SMILES string, predict its absorption, distribution, metabolism, or excretion properties. Task type varies by dataset: regression for continuous measurements (e.g., permeability, clearance, half-life) or binary classification for categorical outcomes (e.g., BBB penetration, CYP inhibition). Dataset: cyp2d6_veith. (1) The molecule is CC(=O)O[C@@H]1[C@H]([N+]2(C)CCCCC2)C[C@@H]2[C@@H]3CC[C@@H]4C[C@@H](OC(C)=O)[C@H]([N+]5(C)CCCCC5)C[C@@]4(C)[C@H]3CC[C@@]12C. The result is 0 (non-inhibitor). (2) The result is 0 (non-inhibitor). The compound is COC(=O)C/C=C\[C@@H](C)[C@@H](/C=N\O[C@@H](C)c1cn([C@H](CO)Cc2ccccc2)nn1)NS(=O)(=O)c1ccc(C)cc1. (3) The molecule is O=C1CCCC=C1[C@@H](O)CCOCc1ccccc1. The result is 0 (non-inhibitor). (4) The molecule is CC1(C)CC(=O)C2=C(C1)N(Cc1ccccc1)C(=O)C2(O)C(F)(F)F. The result is 0 (non-inhibitor). (5) The compound is O=C(c1cnccn1)N1CCC2(CCCN(c3cccc(-c4ccccc4)c3)C2)CC1. The result is 0 (non-inhibitor). (6) The compound is Cc1cccc(NC(=O)c2cccc(N3C(=O)C4C5CCC(C5)C4C3=O)c2)c1C. The result is 0 (non-inhibitor).